Dataset: Peptide-MHC class I binding affinity with 185,985 pairs from IEDB/IMGT. Task: Regression. Given a peptide amino acid sequence and an MHC pseudo amino acid sequence, predict their binding affinity value. This is MHC class I binding data. The MHC is Mamu-A2201 with pseudo-sequence Mamu-A2201. The peptide sequence is FPFKYAATF. The binding affinity (normalized) is 0.928.